From a dataset of Experimentally validated miRNA-target interactions with 360,000+ pairs, plus equal number of negative samples. Binary Classification. Given a miRNA mature sequence and a target amino acid sequence, predict their likelihood of interaction. (1) The miRNA is hsa-miR-23c with sequence AUCACAUUGCCAGUGAUUACCC. The protein sequence of the target gene is MGSLKEELLKAIWHAFTALDQDHSGKVSKSQLKVLSHNLCTVLKVPHDPVALEEHFRDDDEGPVSNQGYMPYLNRFILEKVQDNFDKIEFNRMCWTLCVKKNLTKNPLLITEEDAFKIWVIFNFLSEDKYPLIIVSEEIEYLLKKLTEAMGGGWQQEQFEHYKINFDDSKNGLSAWELIELIGNGQFSKGMDRQTVSMAINEVFNELILDVLKQGYMMKKGHRRKNWTERWFVLKPNIISYYVSEDLKDKKGDILLDENCCVESLPDKDGKKCLFLVKCFDKTFEISASDKKKKQEWIQA.... Result: 1 (interaction). (2) The miRNA is hsa-miR-3689b-3p with sequence CUGGGAGGUGUGAUAUUGUGGU. The protein sequence of the target gene is MASGGGGCSASERLPPPFPGLEPESEGAAGGSEPEAGDSDTEGEDIFTGAAVVSKHQSPKITTSLLPINNGSKENGIHEEQDQEPQDLFADATVELSLDSTQNNQKKVLAKTLISLPPQEATNSSKPQPTYEELEEEEQEDQFDLTVGITDPEKIGDGMNAYVAYKVTTQTSLPLFRSKQFAVKRRFSDFLGLYEKLSEKHSQNGFIVPPPPEKSLIGMTKVKVGKEDSSSAEFLEKRRAALERYLQRIVNHPTMLQDPDVREFLEKEELPRAVGTQTLSGAGLLKMFNKATDAVSKMTI.... Result: 1 (interaction).